Dataset: Catalyst prediction with 721,799 reactions and 888 catalyst types from USPTO. Task: Predict which catalyst facilitates the given reaction. (1) Reactant: [C:1]([N:4]1[C:13]2[C:8](=[CH:9][C:10]([C:14](O)=[O:15])=[CH:11][CH:12]=2)[C@H:7]([NH:17][C:18]2[CH:23]=[CH:22][C:21]([F:24])=[CH:20][N:19]=2)[C@@H:6]([CH3:25])[C@@H:5]1[CH3:26])(=[O:3])[CH3:2].C[N:28](C(ON1N=NC2C=CC=NC1=2)=[N+](C)C)C.F[P-](F)(F)(F)(F)F.[Cl-].[NH4+].CCN(C(C)C)C(C)C. Product: [C:1]([N:4]1[C:13]2[C:8](=[CH:9][C:10]([C:14]([NH2:28])=[O:15])=[CH:11][CH:12]=2)[C@H:7]([NH:17][C:18]2[CH:23]=[CH:22][C:21]([F:24])=[CH:20][N:19]=2)[C@@H:6]([CH3:25])[C@@H:5]1[CH3:26])(=[O:3])[CH3:2]. The catalyst class is: 9. (2) Reactant: [C:1]1([O:7][C:8](Cl)=[O:9])[CH:6]=[CH:5][CH:4]=[CH:3][CH:2]=1.N1C=CC=CC=1.[NH2:17][CH2:18][CH2:19][C:20]1[C:28]2[C:23](=[CH:24][CH:25]=[CH:26][CH:27]=2)[NH:22][CH:21]=1. Product: [C:1]1([O:7][C:8](=[O:9])[NH:17][CH2:18][CH2:19][C:20]2[C:28]3[C:23](=[CH:24][CH:25]=[CH:26][CH:27]=3)[NH:22][CH:21]=2)[CH:6]=[CH:5][CH:4]=[CH:3][CH:2]=1. The catalyst class is: 2. (3) Reactant: [N:1]([CH2:4][CH2:5][CH2:6][C@:7]1([C:25]2[CH:30]=[CH:29][CH:28]=[CH:27][CH:26]=2)[N:11]([C:12](=[O:16])[C@@H:13]([OH:15])[CH3:14])[N:10]=[C:9]([C:17]2[CH:22]=[C:21]([F:23])[CH:20]=[CH:19][C:18]=2[F:24])[S:8]1)=[N+:2]=[N-:3].[CH3:31]I.[H-].[Na+].[NH4+].[Cl-]. Product: [N:1]([CH2:4][CH2:5][CH2:6][C@:7]1([C:25]2[CH:30]=[CH:29][CH:28]=[CH:27][CH:26]=2)[N:11]([C:12](=[O:16])[C@@H:13]([O:15][CH3:31])[CH3:14])[N:10]=[C:9]([C:17]2[CH:22]=[C:21]([F:23])[CH:20]=[CH:19][C:18]=2[F:24])[S:8]1)=[N+:2]=[N-:3]. The catalyst class is: 3. (4) Reactant: C12CC(CC1)C=C2B(O)O.[F:11][C:12]1[CH:13]=[CH:14][C:15]([C:26]2[CH2:27][N:28]([C:32]([O:34][C:35]([CH3:38])([CH3:37])[CH3:36])=[O:33])[CH2:29][CH2:30][CH:31]=2)=[N:16][C:17]=1[CH2:18][NH:19][C@H:20]([CH:23]([CH3:25])[CH3:24])[CH2:21][OH:22]. Product: [N:16]1[CH:17]=[CH:12][CH:13]=[CH:14][C:15]=1[C:26]1[CH2:27][N:28]([C:32]([O-:34])=[O:33])[CH2:29][CH2:30][CH:31]=1.[F:11][C:12]1[CH:13]=[CH:14][C:15]([CH:26]2[CH2:31][CH2:30][CH2:29][N:28]([C:32]([O:34][C:35]([CH3:37])([CH3:36])[CH3:38])=[O:33])[CH2:27]2)=[N:16][C:17]=1[CH2:18][NH:19][C@H:20]([CH:23]([CH3:25])[CH3:24])[CH2:21][OH:22]. The catalyst class is: 45. (5) Reactant: [O:1]1[CH:6]([OH:7])[CH2:5][C@@H:4]([CH:8]([CH3:10])[CH3:9])[CH2:3][CH:2]1[C@H:11]([C@@H:13]1[C@:30]2([CH3:31])[C@H:16]([C@H:17]3[C@H:27]([CH2:28][CH2:29]2)[C@:25]2([CH3:26])[CH:20]([CH2:21][CH:22]([OH:32])[CH2:23][CH2:24]2)[CH2:19][CH2:18]3)[C:15](=[O:33])[CH2:14]1)[CH3:12].[OH-].[K+]. Product: [O:1]1[CH:6]([OH:7])[CH2:5][C@@H:4]([CH:8]([CH3:10])[CH3:9])[CH2:3][CH:2]1[C@H:11]([C@@H:13]1[C@:30]2([CH3:31])[C@@H:16]([C@H:17]3[C@H:27]([CH2:28][CH2:29]2)[C@:25]2([CH3:26])[CH:20]([CH2:21][CH:22]([OH:32])[CH2:23][CH2:24]2)[CH2:19][CH2:18]3)[C:15](=[O:33])[CH2:14]1)[CH3:12]. The catalyst class is: 5. (6) Reactant: [CH3:1][O:2][C:3]1[C:16]([O:17][CH3:18])=[CH:15][CH:14]=[C:13]([C:19]2[CH:20]=[C:21]3[C:25](=[CH:26][CH:27]=2)[C:24](=[O:28])[O:23][CH2:22]3)[C:4]=1[O:5][CH2:6][C:7]([CH3:12])([CH3:11])[C:8](O)=[O:9].Cl.CN(C)CCCN=C=NCC.C(N(CC)CC)C.O.O[N:50]1[C:54]2[CH:55]=CC=C[C:53]=2N=N1.C(N)(C)C. Product: [CH3:1][O:2][C:3]1[C:16]([O:17][CH3:18])=[CH:15][CH:14]=[C:13]([C:19]2[CH:20]=[C:21]3[C:25](=[CH:26][CH:27]=2)[C:24](=[O:28])[O:23][CH2:22]3)[C:4]=1[O:5][CH2:6][C:7]([CH3:11])([CH3:12])[C:8]([NH:50][CH:54]([CH3:55])[CH3:53])=[O:9]. The catalyst class is: 46.